This data is from Forward reaction prediction with 1.9M reactions from USPTO patents (1976-2016). The task is: Predict the product of the given reaction. (1) Given the reactants [Cl:1][C:2]1[N:7]=[C:6]([NH:8][C:9](=[O:14])[C:10]([CH3:13])([CH3:12])[CH3:11])[CH:5]=[CH:4][CH:3]=1.[Li]CCCC.CN([CH:23]=[O:24])C.Cl.C([O-])([O-])=O.[K+].[K+], predict the reaction product. The product is: [Cl:1][C:2]1[N:7]=[C:6]([NH:8][C:9](=[O:14])[C:10]([CH3:11])([CH3:13])[CH3:12])[C:5]([CH:23]=[O:24])=[CH:4][CH:3]=1. (2) Given the reactants [CH3:1][O:2][C:3]([C:5]1([NH:11]C(OC(C)(C)C)=O)[CH2:7][CH:6]1[CH2:8][CH2:9][CH3:10])=[O:4].[ClH:19].O1CCOCC1, predict the reaction product. The product is: [ClH:19].[CH3:1][O:2][C:3]([C:5]1([NH2:11])[CH2:7][CH:6]1[CH2:8][CH2:9][CH3:10])=[O:4]. (3) Given the reactants [I:1][C:2]1[CH:3]=[C:4]2[C:9](=[CH:10][CH:11]=1)[N:8]=[C:7]([C:12]([O:14]CC)=[O:13])[CH:6]=[N:5]2.[OH-].[Na+].C(O)C, predict the reaction product. The product is: [I:1][C:2]1[CH:3]=[C:4]2[C:9](=[CH:10][CH:11]=1)[N:8]=[C:7]([C:12]([OH:14])=[O:13])[CH:6]=[N:5]2. (4) Given the reactants Cl[C:2]1[CH:7]=[CH:6][N:5]=[CH:4][C:3]=1[N+:8]([O-:10])=[O:9].[C:11]1([CH2:17][OH:18])[CH:16]=[CH:15][CH:14]=[CH:13][CH:12]=1.C([O-])([O-])=O.[K+].[K+].[OH-].[K+].COCCOCCN(CCOCCOC)CCOCCOC, predict the reaction product. The product is: [CH2:17]([O:18][C:2]1[CH:7]=[CH:6][N:5]=[CH:4][C:3]=1[N+:8]([O-:10])=[O:9])[C:11]1[CH:16]=[CH:15][CH:14]=[CH:13][CH:12]=1.